Dataset: Catalyst prediction with 721,799 reactions and 888 catalyst types from USPTO. Task: Predict which catalyst facilitates the given reaction. (1) The catalyst class is: 21. Reactant: O1[C:5]2([CH2:10][CH2:9][CH:8]([N:11]3[C:15]4=[N:16][CH:17]=[N:18][C:19]([NH2:20])=[C:14]4[C:13]([C:21]4[CH:22]=[N:23][C:24]([O:27][C:28]5[CH:33]=[CH:32][CH:31]=[CH:30][CH:29]=5)=[CH:25][CH:26]=4)=[N:12]3)[CH2:7][CH2:6]2)[O:4]CC1.Cl.C(=O)(O)[O-].[Na+]. Product: [NH2:20][C:19]1[N:18]=[CH:17][N:16]=[C:15]2[N:11]([CH:8]3[CH2:7][CH2:6][C:5](=[O:4])[CH2:10][CH2:9]3)[N:12]=[C:13]([C:21]3[CH:22]=[N:23][C:24]([O:27][C:28]4[CH:33]=[CH:32][CH:31]=[CH:30][CH:29]=4)=[CH:25][CH:26]=3)[C:14]=12. (2) Reactant: C[O:2][C:3]1[CH:24]=[CH:23][C:6]2[N:7]=[C:8]([C:10]#[C:11][C:12]3[CH:19]=[CH:18][C:15]([NH:16][CH3:17])=[C:14]([N+:20]([O-:22])=[O:21])[CH:13]=3)[S:9][C:5]=2[CH:4]=1.B(Br)(Br)Br.C([O-])(O)=O.[Na+]. Product: [CH3:17][NH:16][C:15]1[CH:18]=[CH:19][C:12]([C:11]#[C:10][C:8]2[S:9][C:5]3[CH:4]=[C:3]([OH:2])[CH:24]=[CH:23][C:6]=3[N:7]=2)=[CH:13][C:14]=1[N+:20]([O-:22])=[O:21]. The catalyst class is: 2.